From a dataset of Full USPTO retrosynthesis dataset with 1.9M reactions from patents (1976-2016). Predict the reactants needed to synthesize the given product. (1) Given the product [N:26]1[CH:25]=[CH:24][N:17]2[C:18]3[C:19](=[N:20][CH:21]=[CH:22][CH:23]=3)[N:15]([C:12]3[CH:13]=[CH:14][C:9]([OH:8])=[CH:10][CH:11]=3)[C:16]=12, predict the reactants needed to synthesize it. The reactants are: C([O:8][C:9]1[CH:14]=[CH:13][C:12]([N:15]2[C:19]3=[N:20][CH:21]=[CH:22][CH:23]=[C:18]3[N:17]3[CH:24]=[CH:25][N:26]=[C:16]23)=[CH:11][CH:10]=1)C1C=CC=CC=1.C1COCC1. (2) Given the product [CH2:13]([O:12][CH2:8][C@H:9]([OH:11])[CH2:10][O:7][C:1]1[CH:6]=[CH:5][CH:4]=[CH:3][CH:2]=1)[C:14]1[CH:19]=[CH:18][CH:17]=[CH:16][CH:15]=1, predict the reactants needed to synthesize it. The reactants are: [C:1]1([OH:7])[CH:6]=[CH:5][CH:4]=[CH:3][CH:2]=1.[CH2:8]([O:12][CH2:13][C:14]1[CH:19]=[CH:18][CH:17]=[CH:16][CH:15]=1)[C@@H:9]1[O:11][CH2:10]1.